Task: Predict the product of the given reaction.. Dataset: Forward reaction prediction with 1.9M reactions from USPTO patents (1976-2016) (1) Given the reactants C(N(CC)CC)C.Cl.C(O[C:12](=[NH:20])[C:13]1[CH:18]=[CH:17][C:16]([Cl:19])=[CH:15][CH:14]=1)C.Cl.[CH3:22][O:23][C:24](=[O:29])[C@H:25]([CH2:27][SH:28])N.O, predict the reaction product. The product is: [CH3:22][O:23][C:24]([CH:25]1[CH2:27][S:28][C:12]([C:13]2[CH:14]=[CH:15][C:16]([Cl:19])=[CH:17][CH:18]=2)=[N:20]1)=[O:29]. (2) Given the reactants [F:1][C:2]([F:39])([F:38])[C:3]1[CH:4]=[C:5]([CH:31]=[C:32]([C:34]([F:37])([F:36])[F:35])[CH:33]=1)[CH2:6][N:7]([CH2:14][C:15]1[C:16]([N:22]([CH2:25][CH:26]2[CH2:30][CH2:29][CH2:28][CH2:27]2)[CH2:23][CH3:24])=[N:17][CH:18]=[C:19](Br)[CH:20]=1)[C:8]1[N:9]=[N:10][N:11]([CH3:13])[N:12]=1.CC(C)([O-])C.[Na+].[NH:46]1[CH:50]=[CH:49][CH:48]=[CH:47]1.C(P(C(C)(C)C)C1C=CC=CC=1C1C=CC=CC=1)(C)(C)C, predict the reaction product. The product is: [F:1][C:2]([F:39])([F:38])[C:3]1[CH:4]=[C:5]([CH:31]=[C:32]([C:34]([F:37])([F:36])[F:35])[CH:33]=1)[CH2:6][N:7]([CH2:14][C:15]1[C:16]([N:22]([CH2:25][CH:26]2[CH2:30][CH2:29][CH2:28][CH2:27]2)[CH2:23][CH3:24])=[N:17][CH:18]=[C:19]([N:46]2[CH:50]=[CH:49][CH:48]=[CH:47]2)[CH:20]=1)[C:8]1[N:9]=[N:10][N:11]([CH3:13])[N:12]=1. (3) Given the reactants [CH:1]1([C@@H:7]([NH:9][C:10]([C:12]2[C:21]3[C:16](=[CH:17][CH:18]=[CH:19][CH:20]=3)[N:15]=[C:14]([C:22]3[S:23][CH:24]=[CH:25][CH:26]=3)[C:13]=2[CH2:27][N:28]2[CH2:33][CH2:32][NH:31][C:30](=[O:34])[CH2:29]2)=[O:11])[CH3:8])[CH2:6][CH2:5][CH2:4][CH2:3][CH2:2]1.[H-].[Na+].C([O:39][C:40](=[O:43])[CH2:41]Br)C.[OH-].[Li+], predict the reaction product. The product is: [CH:1]1([C@@H:7]([NH:9][C:10]([C:12]2[C:21]3[C:16](=[CH:17][CH:18]=[CH:19][CH:20]=3)[N:15]=[C:14]([C:22]3[S:23][CH:24]=[CH:25][CH:26]=3)[C:13]=2[CH2:27][N:28]2[CH2:33][CH2:32][N:31]([CH2:41][C:40]([OH:43])=[O:39])[C:30](=[O:34])[CH2:29]2)=[O:11])[CH3:8])[CH2:6][CH2:5][CH2:4][CH2:3][CH2:2]1. (4) Given the reactants [F:1][C:2]([F:13])([F:12])[C:3]1[CH:7]=[CH:6][NH:5][C:4]=1[C:8]([O:10][CH3:11])=O.[CH3:14][O:15][C:16]1[CH:21]=[CH:20][C:19](B(O)O)=[CH:18][CH:17]=1.[CH3:25][C:26]1[C:31](C)=[C:30](O)[CH:29]=[CH:28][C:27]=1[CH2:34][CH2:35][C:36]([O:38]CC)=[O:37], predict the reaction product. The product is: [CH3:14][O:15][C:16]1[CH:21]=[CH:20][C:19]([N:5]2[CH:6]=[CH:7][C:3]([C:2]([F:13])([F:12])[F:1])=[C:4]2[CH2:8][O:10][C:11]2[CH:29]=[CH:28][C:27]([CH2:34][CH2:35][C:36]([OH:38])=[O:37])=[C:26]([CH3:25])[C:31]=2[CH3:30])=[CH:18][CH:17]=1. (5) Given the reactants CN(C(ON1N=NC2C=CC=NC1=2)=[N+](C)C)C.F[P-](F)(F)(F)(F)F.[CH3:25][Si:26]([C:29]#[C:30][C:31]1[NH:35][C:34]([C@@H:36]2[CH2:41][C@@H:40]3[C@@H:38]([CH2:39]3)[NH:37]2)=[N:33][CH:32]=1)([CH3:28])[CH3:27].[CH3:42][O:43][C:44]([NH:46][C@@H:47]([CH:51]([CH3:53])[CH3:52])[C:48](O)=[O:49])=[O:45].CCN(C(C)C)C(C)C, predict the reaction product. The product is: [CH3:52][CH:51]([CH3:53])[C@H:47]([NH:46][C:44](=[O:45])[O:43][CH3:42])[C:48](=[O:49])[N:37]1[C@H:36]([C:34]2[NH:35][C:31]([C:30]#[C:29][Si:26]([CH3:27])([CH3:28])[CH3:25])=[CH:32][N:33]=2)[CH2:41][C@@H:40]2[C@H:38]1[CH2:39]2.